The task is: Predict which catalyst facilitates the given reaction.. This data is from Catalyst prediction with 721,799 reactions and 888 catalyst types from USPTO. Reactant: [CH2:1]([O:3][C:4]([C:6]1([NH2:15])[CH2:14][C:13]2[C:8](=[CH:9][CH:10]=[CH:11][CH:12]=2)[CH2:7]1)=[O:5])[CH3:2].[Cl:16][C:17]1[C:18]([OH:28])=[C:19]([S:24](Cl)(=[O:26])=[O:25])[CH:20]=[C:21]([Cl:23])[CH:22]=1.CCN(C(C)C)C(C)C. Product: [CH2:1]([O:3][C:4]([C:6]1([NH:15][S:24]([C:19]2[CH:20]=[C:21]([Cl:23])[CH:22]=[C:17]([Cl:16])[C:18]=2[OH:28])(=[O:25])=[O:26])[CH2:14][C:13]2[C:8](=[CH:9][CH:10]=[CH:11][CH:12]=2)[CH2:7]1)=[O:5])[CH3:2]. The catalyst class is: 2.